Dataset: Reaction yield outcomes from USPTO patents with 853,638 reactions. Task: Predict the reaction yield, written as a fraction of the theoretical maximum amount of product (1.0 means a 100% yield; for example, 0.34 means a 34% yield). (1) The reactants are [CH2:1]([Li])[CH2:2][CH2:3][CH3:4].[O:6]=[C:7]1[C:12]([CH2:13][C:14]2[CH:19]=[CH:18][C:17]([C:20]3[C:21]([C:26]#[N:27])=[CH:22][CH:23]=[CH:24][CH:25]=3)=[CH:16][CH:15]=2)=[C:11]([CH2:28][CH2:29][CH3:30])[N:10]2[N:31]=[CH:32][N:33]=[C:9]2[N:8]1[CH:34]1CCC(=O)[CH2:36][CH2:35]1. The catalyst is [Br-].C[P+](C1C=CC=CC=1)(C1C=CC=CC=1)C1C=CC=CC=1.O1CCCC1. The product is [CH2:4]=[C:3]1[CH2:36][CH2:35][CH:34]([N:8]2[C:7](=[O:6])[C:12]([CH2:13][C:14]3[CH:15]=[CH:16][C:17]([C:20]4[C:21]([C:26]#[N:27])=[CH:22][CH:23]=[CH:24][CH:25]=4)=[CH:18][CH:19]=3)=[C:11]([CH2:28][CH2:29][CH3:30])[N:10]3[N:31]=[CH:32][N:33]=[C:9]23)[CH2:1][CH2:2]1. The yield is 0.800. (2) The reactants are [Cl:1][C:2]1[CH:9]=[CH:8][CH:7]=[CH:6][C:3]=1[CH2:4][NH2:5].[Br:10][C:11]1[CH:19]=[CH:18][C:14]([C:15](Cl)=[O:16])=[CH:13][CH:12]=1.C(N(CC)CC)C. The catalyst is C1COCC1. The product is [Br:10][C:11]1[CH:19]=[CH:18][C:14]([C:15]([NH:5][CH2:4][C:3]2[CH:6]=[CH:7][CH:8]=[CH:9][C:2]=2[Cl:1])=[O:16])=[CH:13][CH:12]=1. The yield is 0.980. (3) The reactants are [C:1]1(=[O:8])[CH2:7][CH2:6][CH2:5][CH2:4][CH:3]=[CH:2]1.[C:9](=[O:16])([O:11][C:12]([CH3:15])([CH3:14])[CH3:13])[NH2:10].O.O.O.O.O.[N+]([O-])([O-])=O.[Bi+3].[N+]([O-])([O-])=O.[N+]([O-])([O-])=O.C(OCC)(=O)C. The catalyst is C(Cl)Cl.O. The product is [O:8]=[C:1]1[CH2:7][CH2:6][CH2:5][CH2:4][CH:3]([NH:10][C:9](=[O:16])[O:11][C:12]([CH3:15])([CH3:14])[CH3:13])[CH2:2]1. The yield is 0.559. (4) The reactants are Cl[C:2]1[N:7]=[CH:6][C:5]([C:8]2[CH:13]=[CH:12][N:11]=[C:10]([NH:14][C:15]3[CH:20]=[CH:19][C:18]([N:21]4[CH2:26][CH2:25][N:24]([CH3:27])[CH2:23][CH2:22]4)=[CH:17][CH:16]=3)[N:9]=2)=[CH:4][CH:3]=1. The catalyst is C(N)CN. The product is [CH3:27][N:24]1[CH2:25][CH2:26][N:21]([C:18]2[CH:19]=[CH:20][C:15]([NH:14][C:10]3[N:9]=[C:8]([C:5]4[CH:4]=[CH:3][C:2]([NH:21][CH2:22][CH2:23][NH2:24])=[N:7][CH:6]=4)[CH:13]=[CH:12][N:11]=3)=[CH:16][CH:17]=2)[CH2:22][CH2:23]1. The yield is 0.360. (5) The reactants are [CH3:1][O:2][C:3]1[CH:15]=[C:14]([N+:16]([O-])=O)[CH:13]=[CH:12][C:4]=1[O:5][CH2:6][CH2:7][N:8]1[CH2:11][CH2:10][CH2:9]1. The catalyst is C1COCC1.C(O)C.[Pd]. The product is [N:8]1([CH2:7][CH2:6][O:5][C:4]2[CH:12]=[CH:13][C:14]([NH2:16])=[CH:15][C:3]=2[O:2][CH3:1])[CH2:11][CH2:10][CH2:9]1. The yield is 1.00. (6) The reactants are [Br:1][C:2]1[C:3]([C:28]([F:31])([F:30])[F:29])=[CH:4][C:5]([N+:25]([O-])=O)=[C:6]([NH:8][CH:9]2[CH2:14][CH2:13][N:12]([C@H:15]3[CH2:20][CH2:19][C@H:18]([O:21][CH2:22][CH2:23][CH3:24])[CH2:17][CH2:16]3)[CH2:11][CH2:10]2)[CH:7]=1.O.NN. The catalyst is C(O)C.[Ni]. The product is [Br:1][C:2]1[CH:7]=[C:6]([NH:8][CH:9]2[CH2:14][CH2:13][N:12]([C@H:15]3[CH2:16][CH2:17][C@H:18]([O:21][CH2:22][CH2:23][CH3:24])[CH2:19][CH2:20]3)[CH2:11][CH2:10]2)[C:5]([NH2:25])=[CH:4][C:3]=1[C:28]([F:31])([F:29])[F:30]. The yield is 1.00.